From a dataset of Catalyst prediction with 721,799 reactions and 888 catalyst types from USPTO. Predict which catalyst facilitates the given reaction. Reactant: [NH2:1][C:2]1[N:10]=[C:9]([O:11][CH2:12][CH2:13][CH2:14][CH3:15])[N:8]=[C:7]2[C:3]=1[N:4]=[C:5]([O:28]C)[N:6]2[CH2:16][CH2:17][CH2:18][O:19][C:20]1[CH:27]=[CH:26][C:23]([CH:24]=O)=[CH:22][CH:21]=1.[CH3:30][NH:31][CH3:32].[BH4-].C(O)(=O)C.C(O)(=O)C.C(O)(=O)C.[Na+].C(=O)([O-])O.[Na+]. Product: [NH2:1][C:2]1[N:10]=[C:9]([O:11][CH2:12][CH2:13][CH2:14][CH3:15])[N:8]=[C:7]2[C:3]=1[NH:4][C:5](=[O:28])[N:6]2[CH2:16][CH2:17][CH2:18][O:19][C:20]1[CH:27]=[CH:26][C:23]([CH2:24][N:31]([CH3:32])[CH3:30])=[CH:22][CH:21]=1. The catalyst class is: 1.